This data is from Forward reaction prediction with 1.9M reactions from USPTO patents (1976-2016). The task is: Predict the product of the given reaction. (1) Given the reactants [C:1]([O:5][C:6](=[O:18])[NH:7][C:8]([C:11]1[CH:16]=[CH:15][CH:14]=[C:13](Br)[N:12]=1)([CH3:10])[CH3:9])([CH3:4])([CH3:3])[CH3:2].[CH:19]1(B(O)O)[CH2:21][CH2:20]1.P([O-])([O-])([O-])=O.[K+].[K+].[K+].C1(P(C2CCCCC2)C2CCCCC2)CCCCC1.C(P(C(C)(C)C)C(C)(C)C)(C)(C)C, predict the reaction product. The product is: [C:1]([O:5][C:6](=[O:18])[NH:7][C:8]([C:11]1[CH:16]=[CH:15][CH:14]=[C:13]([CH:19]2[CH2:21][CH2:20]2)[N:12]=1)([CH3:10])[CH3:9])([CH3:4])([CH3:3])[CH3:2]. (2) Given the reactants [Li].C1C2C(=CC=CC=2)C=CC=1.Cl[P:13]([C:20]1[CH:25]=[CH:24][CH:23]=[CH:22][CH:21]=1)[C:14]1[CH:19]=[CH:18][CH:17]=[CH:16][CH:15]=1.[CH3:26][C:27]1[CH:35]=[C:34]([CH3:36])[CH:33]=[C:32]([CH3:37])[C:28]=1[C:29](Cl)=[O:30].[OH:38]O, predict the reaction product. The product is: [CH3:26][C:27]1[CH:35]=[C:34]([CH3:36])[CH:33]=[C:32]([CH3:37])[C:28]=1[C:29]([P:13](=[O:38])([C:20]1[CH:25]=[CH:24][CH:23]=[CH:22][CH:21]=1)[C:14]1[CH:19]=[CH:18][CH:17]=[CH:16][CH:15]=1)=[O:30]. (3) Given the reactants [N:1]1([C:7]([O:9][C:10]([CH3:13])([CH3:12])[CH3:11])=[O:8])[CH2:6][CH2:5][NH:4][CH2:3][CH2:2]1.Br[C:15]1[CH:16]=[C:17]2[N:26]([CH3:27])[CH:25]=[CH:24][C:18]2=[N:19][C:20]=1[C@@H:21]([NH2:23])[CH3:22].CC([O-])(C)C.[K+].C([O-])(O)=O.[Na+], predict the reaction product. The product is: [NH2:23][C@H:21]([C:20]1[N:19]=[C:18]2[CH:24]=[CH:25][N:26]([CH3:27])[C:17]2=[CH:16][C:15]=1[N:4]1[CH2:5][CH2:6][N:1]([C:7]([O:9][C:10]([CH3:13])([CH3:12])[CH3:11])=[O:8])[CH2:2][CH2:3]1)[CH3:22]. (4) Given the reactants [OH:1][C@@:2]1([C:9]#[C:10][C:11]2[CH:12]=[C:13]([N:17]3[C:25]4[C:20](=[CH:21][CH:22]=[C:23]([O:26][CH3:27])[CH:24]=4)[C:19]([C:28]([O:30]C)=O)=[N:18]3)[CH:14]=[CH:15][CH:16]=2)[CH2:6][CH2:5][N:4]([CH3:7])[C:3]1=[O:8].[NH3:32], predict the reaction product. The product is: [OH:1][C@@:2]1([C:9]#[C:10][C:11]2[CH:12]=[C:13]([N:17]3[C:25]4[C:20](=[CH:21][CH:22]=[C:23]([O:26][CH3:27])[CH:24]=4)[C:19]([C:28]([NH2:32])=[O:30])=[N:18]3)[CH:14]=[CH:15][CH:16]=2)[CH2:6][CH2:5][N:4]([CH3:7])[C:3]1=[O:8]. (5) Given the reactants [CH3:1][C:2]1[N:11]([CH3:12])[C:10](=[O:13])[C:9]2[C:4](=[CH:5][CH:6]=[CH:7][CH:8]=2)[N:3]=1.[CH:14](=O)[C:15]1[CH:20]=[CH:19][CH:18]=[CH:17][CH:16]=1.N1CCCCC1, predict the reaction product. The product is: [CH3:12][N:11]1[C:10](=[O:13])[C:9]2[C:4](=[CH:5][CH:6]=[CH:7][CH:8]=2)[N:3]=[C:2]1[CH:1]=[CH:14][C:15]1[CH:20]=[CH:19][CH:18]=[CH:17][CH:16]=1.